This data is from Reaction yield outcomes from USPTO patents with 853,638 reactions. The task is: Predict the reaction yield, written as a fraction of the theoretical maximum amount of product (1.0 means a 100% yield; for example, 0.34 means a 34% yield). (1) The reactants are [CH2:1]([O:3][C:4]([C:6]1[CH:7]=[C:8]2[C:13](=[CH:14][CH:15]=1)[NH:12][CH:11]([C:16]1[CH:21]=[CH:20][CH:19]=[C:18]([N+:22]([O-])=O)[CH:17]=1)[C:10]([CH3:26])([CH3:25])[CH2:9]2)=[O:5])[CH3:2]. The catalyst is C(O)C.Cl.[Fe]. The product is [CH2:1]([O:3][C:4]([C:6]1[CH:7]=[C:8]2[C:13](=[CH:14][CH:15]=1)[NH:12][CH:11]([C:16]1[CH:21]=[CH:20][CH:19]=[C:18]([NH2:22])[CH:17]=1)[C:10]([CH3:25])([CH3:26])[CH2:9]2)=[O:5])[CH3:2]. The yield is 0.950. (2) The reactants are Br[C:2]1[C:3]([CH3:13])=[C:4]([CH2:11][CH3:12])[C:5]([O:9][CH3:10])=[N:6][C:7]=1[CH3:8].[C:14]([C:16]1[CH:17]=[C:18](B(O)O)[CH:19]=[CH:20][CH:21]=1)#[N:15].C(=O)([O-])[O-].[Na+].[Na+].C1(C)C=CC=CC=1. The catalyst is C1(P(C2C=CC=CC=2)C2C=CC=CC=2)C=CC=CC=1.C1(P(C2C=CC=CC=2)C2C=CC=CC=2)C=CC=CC=1.C1(P(C2C=CC=CC=2)C2C=CC=CC=2)C=CC=CC=1.C1(P(C2C=CC=CC=2)C2C=CC=CC=2)C=CC=CC=1.[Pd].CO. The product is [CH2:11]([C:4]1[C:3]([CH3:13])=[C:2]([C:20]2[CH:21]=[C:16]([CH:17]=[CH:18][CH:19]=2)[C:14]#[N:15])[C:7]([CH3:8])=[N:6][C:5]=1[O:9][CH3:10])[CH3:12]. The yield is 0.140. (3) The reactants are C(Cl)(=O)C(Cl)=O.[CH3:7][C:8]([CH3:26])([C:12]1[CH:17]=[C:16]([C:18]([F:21])([F:20])[F:19])[CH:15]=[C:14]([C:22]([F:25])([F:24])[F:23])[CH:13]=1)[C:9](O)=[O:10].Cl.[O:28]=[C:29]1[CH2:34][CH2:33][C:32]([NH2:41])([C:35]2[CH:40]=[CH:39][CH:38]=[CH:37][CH:36]=2)[CH2:31][CH2:30]1.N1C=CC=CC=1.Cl. The catalyst is CN(C)C=O.ClCCl. The product is [CH3:7][C:8]([CH3:26])([C:12]1[CH:17]=[C:16]([C:18]([F:19])([F:21])[F:20])[CH:15]=[C:14]([C:22]([F:24])([F:25])[F:23])[CH:13]=1)[C:9]([NH:41][C:32]1([C:35]2[CH:40]=[CH:39][CH:38]=[CH:37][CH:36]=2)[CH2:31][CH2:30][C:29](=[O:28])[CH2:34][CH2:33]1)=[O:10]. The yield is 0.410. (4) The reactants are [CH3:1][O:2][C:3](=[O:16])[C:4]([C:7]1[CH:15]=[CH:14][C:10]([C:11]([OH:13])=O)=[CH:9][CH:8]=1)([CH3:6])[CH3:5].[Cl:17][C:18]1[CH:19]=[CH:20][C:21]2[N:22]([CH:24]=[C:25]([NH2:27])[N:26]=2)[CH:23]=1. No catalyst specified. The product is [Cl:17][C:18]1[CH:19]=[CH:20][C:21]2[N:22]([CH:24]=[C:25]([NH:27][C:11]([C:10]3[CH:9]=[CH:8][C:7]([C:4]([CH3:5])([CH3:6])[C:3]([O:2][CH3:1])=[O:16])=[CH:15][CH:14]=3)=[O:13])[N:26]=2)[CH:23]=1. The yield is 0.410. (5) The yield is 0.410. The catalyst is ClCCl. The reactants are [F:1][C:2]([F:13])([F:12])[C:3]1[CH:11]=[CH:10][CH:9]=[CH:8][C:4]=1[C:5](Cl)=[O:6].[N+:14]([C:17]1[CH:18]=[CH:19][C:20]([N:23]2[CH2:28][CH2:27][NH:26][CH2:25][CH2:24]2)=[N:21][CH:22]=1)([O-:16])=[O:15].C(N(C(C)C)CC)(C)C. The product is [N+:14]([C:17]1[CH:18]=[CH:19][C:20]([N:23]2[CH2:24][CH2:25][N:26]([C:5]([C:4]3[CH:8]=[CH:9][CH:10]=[CH:11][C:3]=3[C:2]([F:13])([F:12])[F:1])=[O:6])[CH2:27][CH2:28]2)=[N:21][CH:22]=1)([O-:16])=[O:15].